Dataset: Human liver microsome stability data. Task: Regression/Classification. Given a drug SMILES string, predict its absorption, distribution, metabolism, or excretion properties. Task type varies by dataset: regression for continuous measurements (e.g., permeability, clearance, half-life) or binary classification for categorical outcomes (e.g., BBB penetration, CYP inhibition). Dataset: hlm. (1) The drug is CCCCN(Cc1ccc(C(=O)NO)cc1)C(=O)Nc1ccc2c[nH]nc2c1. The result is 0 (unstable in human liver microsomes). (2) The result is 0 (unstable in human liver microsomes). The drug is NCC[C@H]1Cc2ccccc2[C@@H](c2ccc(Cl)c(Cl)c2)C1. (3) The molecule is CC(C)OC(=O)C1=CN(C(=O)c2cccc(OCCN3CCOCC3)c2)CC(C)(C)c2c1[nH]c1ccccc21. The result is 1 (stable in human liver microsomes). (4) The drug is c1ccc2cc([C@@]34CCC[C@@H]3CNC4)ccc2c1. The result is 1 (stable in human liver microsomes).